Dataset: Full USPTO retrosynthesis dataset with 1.9M reactions from patents (1976-2016). Task: Predict the reactants needed to synthesize the given product. Given the product [NH2:1][C:2]1[C:7]([CH3:8])=[C:6]([CH3:9])[C:5]([CH3:11])=[CH:4][N:3]=1, predict the reactants needed to synthesize it. The reactants are: [NH2:1][C:2]1[C:7]([CH3:8])=[C:6]([CH3:9])[C:5](Br)=[CH:4][N:3]=1.[CH3:11]B1OB(C)OB(C)O1.C([O-])([O-])=O.[K+].[K+].